Dataset: Forward reaction prediction with 1.9M reactions from USPTO patents (1976-2016). Task: Predict the product of the given reaction. (1) Given the reactants [CH2:1]([C:8]1[CH:9]=[C:10]([C:14](=[O:16])[CH3:15])[CH:11]=[CH:12][CH:13]=1)[C:2]1[CH:7]=[CH:6][CH:5]=[CH:4][CH:3]=1.[CH3:17][C:18]1[CH:23]=[CH:22][N:21]=[C:20]([C:24](OC)=[O:25])[CH:19]=1.[O-]CC.[Na+].[Cl-].[NH4+], predict the reaction product. The product is: [CH2:1]([C:8]1[CH:9]=[C:10]([C:14](=[O:16])[CH2:15][C:24]([C:20]2[CH:19]=[C:18]([CH3:17])[CH:23]=[CH:22][N:21]=2)=[O:25])[CH:11]=[CH:12][CH:13]=1)[C:2]1[CH:3]=[CH:4][CH:5]=[CH:6][CH:7]=1. (2) Given the reactants [F:1][C:2]([F:15])([F:14])[C:3]1[CH:8]=[CH:7][CH:6]=[CH:5][C:4]=1[CH2:9][CH2:10][C:11]([OH:13])=O.[NH:16]1[CH2:21][CH2:20][C:19]2([C:29]3[C:24](=[CH:25][CH:26]=[CH:27][CH:28]=3)[NH:23][C:22]2=[O:30])[CH2:18][CH2:17]1, predict the reaction product. The product is: [F:14][C:2]([F:1])([F:15])[C:3]1[CH:8]=[CH:7][CH:6]=[CH:5][C:4]=1[CH2:9][CH2:10][C:11]([N:16]1[CH2:21][CH2:20][C:19]2([C:29]3[C:24](=[CH:25][CH:26]=[CH:27][CH:28]=3)[NH:23][C:22]2=[O:30])[CH2:18][CH2:17]1)=[O:13]. (3) Given the reactants [CH3:1][C:2]1[CH:7]=[C:6]([N+:8]([O-])=O)[C:5]([CH3:11])=[CH:4][C:3]=1[O:12][CH2:13][CH:14]1[C:16]([CH3:18])([CH3:17])[C:15]1([CH3:20])[CH3:19].C(O)(=O)C, predict the reaction product. The product is: [CH3:11][C:5]1[CH:4]=[C:3]([O:12][CH2:13][CH:14]2[C:15]([CH3:19])([CH3:20])[C:16]2([CH3:18])[CH3:17])[C:2]([CH3:1])=[CH:7][C:6]=1[NH2:8]. (4) Given the reactants [CH:1]([C:4]1[CH:9]=[C:8]([CH:10]([CH3:12])[CH3:11])[C:7]([S:13]([C:16]2[CH:21]=[CH:20][CH:19]=[CH:18][CH:17]=2)(=[O:15])=[O:14])=[CH:6][C:5]=1[S:22](Cl)(=[O:24])=[O:23])([CH3:3])[CH3:2].[O:26]1[CH2:31][CH2:30][CH:29]([NH2:32])[CH2:28][CH2:27]1, predict the reaction product. The product is: [CH:1]([C:4]1[CH:9]=[C:8]([CH:10]([CH3:12])[CH3:11])[C:7]([S:13]([C:16]2[CH:21]=[CH:20][CH:19]=[CH:18][CH:17]=2)(=[O:15])=[O:14])=[CH:6][C:5]=1[S:22]([NH:32][CH:29]1[CH2:30][CH2:31][O:26][CH2:27][CH2:28]1)(=[O:24])=[O:23])([CH3:3])[CH3:2]. (5) Given the reactants Br[C:2]1[CH:3]=[C:4]([C:8]2[N:13]=[C:12]([CH3:14])[CH:11]=[C:10]([C:15]3[CH:16]=[N:17][C:18]([C:21]([F:24])([F:23])[F:22])=[CH:19][CH:20]=3)[CH:9]=2)[CH:5]=[CH:6][CH:7]=1.[NH2:25][C:26]1[CH:31]=[CH:30][C:29](B2OC(C)(C)C(C)(C)O2)=[CH:28][N:27]=1, predict the reaction product. The product is: [CH3:14][C:12]1[N:13]=[C:8]([C:4]2[CH:3]=[C:2]([C:29]3[CH:30]=[CH:31][C:26]([NH2:25])=[N:27][CH:28]=3)[CH:7]=[CH:6][CH:5]=2)[CH:9]=[C:10]([C:15]2[CH:16]=[N:17][C:18]([C:21]([F:24])([F:23])[F:22])=[CH:19][CH:20]=2)[CH:11]=1. (6) The product is: [CH3:14][C:15](=[C:11]1[C:10](=[O:13])[C:8]2=[C:9]3[CH2:1][CH2:2][O:3][C:4]3=[N:5][CH:6]=[C:7]2[CH2:12]1)[CH3:17]. Given the reactants [CH2:1]1[C:9]2[C:4](=[N:5][CH:6]=[C:7]3[CH2:12][CH2:11][C:10](=[O:13])[C:8]3=2)[O:3][CH2:2]1.[CH3:14][C:15]([CH3:17])=O.IC#N, predict the reaction product. (7) Given the reactants [C:1]([O:5][C:6]([N:8]1[CH2:13][CH2:12][CH:11]([C:14]([OH:16])=O)[CH2:10][CH2:9]1)=[O:7])([CH3:4])([CH3:3])[CH3:2].[Cl:17][C:18]1[CH:25]=[CH:24][C:21]([CH2:22][NH2:23])=[CH:20][CH:19]=1.ON1C2N=CC=CC=2N=N1.Cl.CN(C)CCCN=C=NCC, predict the reaction product. The product is: [Cl:17][C:18]1[CH:25]=[CH:24][C:21]([CH2:22][NH:23][C:14]([CH:11]2[CH2:10][CH2:9][N:8]([C:6]([O:5][C:1]([CH3:2])([CH3:3])[CH3:4])=[O:7])[CH2:13][CH2:12]2)=[O:16])=[CH:20][CH:19]=1.